This data is from Reaction yield outcomes from USPTO patents with 853,638 reactions. The task is: Predict the reaction yield, written as a fraction of the theoretical maximum amount of product (1.0 means a 100% yield; for example, 0.34 means a 34% yield). (1) The reactants are [CH3:1][O:2][C:3]1[CH:10]=[CH:9][C:6]([CH:7]=O)=[C:5]([CH3:11])[C:4]=1[CH3:12].[C:13]([NH:16][NH2:17])([NH2:15])=[NH:14].[ClH:18]. No catalyst specified. The product is [ClH:18].[CH3:1][O:2][C:3]1[CH:10]=[CH:9][C:6]([CH:7]=[N:17][NH:16][C:13]([NH2:15])=[NH:14])=[C:5]([CH3:11])[C:4]=1[CH3:12]. The yield is 0.890. (2) The reactants are [Br:1][C:2]1[CH:11]=[C:10]2[C:5]([C:6](Cl)=[CH:7][CH:8]=[N:9]2)=[N:4][CH:3]=1.[NH3:13].O. The catalyst is O1CCOCC1. The product is [Br:1][C:2]1[CH:11]=[C:10]2[C:5]([C:6]([NH2:13])=[CH:7][CH:8]=[N:9]2)=[N:4][CH:3]=1. The yield is 0.760. (3) The product is [SH:1][C:5]1[CH:20]=[CH:19][C:18]([N+:21]([O-:23])=[O:22])=[CH:17][C:6]=1[CH2:7][N:8]([CH3:16])[C:9](=[O:15])[O:10][C:11]([CH3:14])([CH3:13])[CH3:12]. The catalyst is CS(C)=O. The yield is 0.746. The reactants are [S-2:1].[Na+].[Na+].Cl[C:5]1[CH:20]=[CH:19][C:18]([N+:21]([O-:23])=[O:22])=[CH:17][C:6]=1[CH2:7][N:8]([CH3:16])[C:9](=[O:15])[O:10][C:11]([CH3:14])([CH3:13])[CH3:12].C(O)(=O)CC(CC(O)=O)(C(O)=O)O. (4) The reactants are Cl[C:2]1[N:3]=[C:4]([O:38][CH:39]([CH3:41])[CH3:40])[C:5]2[C:10]([C:11]3[CH:16]=[CH:15][C:14]([C:17]4[N:18]([CH2:22][O:23][CH2:24][CH2:25][Si:26]([CH3:29])([CH3:28])[CH3:27])[CH:19]=[CH:20][N:21]=4)=[CH:13][CH:12]=3)=[CH:9][N:8]([CH2:30][O:31][CH2:32][CH2:33][Si:34]([CH3:37])([CH3:36])[CH3:35])[C:6]=2[N:7]=1.[NH2:42][C:43]1[CH:51]=[CH:50][C:46]([C:47]([NH2:49])=[O:48])=[CH:45][C:44]=1[O:52][CH3:53].[C:54](=O)([O-])[O-].[Cs+].[Cs+].C1(P(C2C=CC=CC=2)C2C=CC3C(=CC=CC=3)C=2C2C3C(=CC=CC=3)C=CC=2P(C2C=CC=CC=2)C2C=CC=CC=2)C=CC=CC=1. The catalyst is O1CCOCC1.C([O-])(=O)C.[Pd+2].C([O-])(=O)C. The product is [CH:39]([O:38][C:4]1[C:5]2[C:10]([C:11]3[CH:16]=[CH:15][C:14]([C:17]4[N:18]([CH2:22][O:23][CH2:24][CH2:25][Si:26]([CH3:29])([CH3:28])[CH3:27])[CH:19]=[CH:20][N:21]=4)=[CH:13][CH:12]=3)=[CH:9][N:8]([CH2:30][O:31][CH2:32][CH2:33][Si:34]([CH3:37])([CH3:36])[CH3:35])[C:6]=2[N:7]=[C:2]([NH:42][C:43]2[CH:51]=[CH:50][C:46]([C:47]([NH:49][CH3:54])=[O:48])=[CH:45][C:44]=2[O:52][CH3:53])[N:3]=1)([CH3:41])[CH3:40]. The yield is 0.600.